Task: Predict the reactants needed to synthesize the given product.. Dataset: Full USPTO retrosynthesis dataset with 1.9M reactions from patents (1976-2016) (1) Given the product [CH2:1]([O:3][C:4]([C:6]1([CH2:9][N:10]([C:26]2[C:27]([N+:31]([O-:33])=[O:32])=[CH:28][N:29]=[C:24]([Cl:23])[N:25]=2)[CH:11]2[CH2:16][CH2:15][CH2:14][CH2:13][CH2:12]2)[CH2:7][CH2:8]1)=[O:5])[CH3:2], predict the reactants needed to synthesize it. The reactants are: [CH2:1]([O:3][C:4]([C:6]1([CH2:9][NH:10][CH:11]2[CH2:16][CH2:15][CH2:14][CH2:13][CH2:12]2)[CH2:8][CH2:7]1)=[O:5])[CH3:2].C(=O)([O-])[O-].[K+].[K+].[Cl:23][C:24]1[N:29]=[C:28](Cl)[C:27]([N+:31]([O-:33])=[O:32])=[CH:26][N:25]=1. (2) Given the product [F:1][C:2]1[CH:3]=[C:4]([CH:44]=[CH:45][CH:46]=1)[CH2:5][N:6]1[C:10]([CH3:11])=[C:9]([C:12]2[C:20]3[C:15](=[N:16][CH:17]=[C:18]([C:21]4[CH:22]=[C:23]([N:27]5[CH2:28][CH2:29][N:30]([CH2:48][CH2:49][OH:50])[CH2:31][CH2:32]5)[CH:24]=[CH:25][CH:26]=4)[CH:19]=3)[N:14]([S:33]([C:36]3[CH:37]=[CH:38][C:39]([CH3:40])=[CH:41][CH:42]=3)(=[O:34])=[O:35])[CH:13]=2)[C:8]([CH3:43])=[N:7]1, predict the reactants needed to synthesize it. The reactants are: [F:1][C:2]1[CH:3]=[C:4]([CH:44]=[CH:45][CH:46]=1)[CH2:5][N:6]1[C:10]([CH3:11])=[C:9]([C:12]2[C:20]3[C:15](=[N:16][CH:17]=[C:18]([C:21]4[CH:26]=[CH:25][CH:24]=[C:23]([N:27]5[CH2:32][CH2:31][NH:30][CH2:29][CH2:28]5)[CH:22]=4)[CH:19]=3)[N:14]([S:33]([C:36]3[CH:42]=[CH:41][C:39]([CH3:40])=[CH:38][CH:37]=3)(=[O:35])=[O:34])[CH:13]=2)[C:8]([CH3:43])=[N:7]1.Br[CH2:48][CH2:49][OH:50].C(=O)([O-])[O-].[K+].[K+]. (3) Given the product [CH3:19][C:7]1[N:6]([CH2:5][C:4]2[CH:20]=[CH:21][C:22]([O:23][Si:24]([CH:28]([CH3:30])[CH3:29])([CH:25]([CH3:26])[CH3:27])[CH:31]([CH3:33])[CH3:32])=[C:2]([C:34]3[CH:39]=[CH:38][CH:37]=[CH:36][CH:35]=3)[CH:3]=2)[C:14]2[C:9]([CH:8]=1)=[C:10]([N+:16]([O-:18])=[O:17])[CH:11]=[CH:12][C:13]=2[CH3:15], predict the reactants needed to synthesize it. The reactants are: Br[C:2]1[CH:3]=[C:4]([CH:20]=[CH:21][C:22]=1[O:23][Si:24]([CH:31]([CH3:33])[CH3:32])([CH:28]([CH3:30])[CH3:29])[CH:25]([CH3:27])[CH3:26])[CH2:5][N:6]1[C:14]2[C:9](=[C:10]([N+:16]([O-:18])=[O:17])[CH:11]=[CH:12][C:13]=2[CH3:15])[CH:8]=[C:7]1[CH3:19].[C:34]1(B(O)O)[CH:39]=[CH:38][CH:37]=[CH:36][CH:35]=1.P([O-])([O-])([O-])=O.[K+].[K+].[K+]. (4) The reactants are: [Mg].Br[C:3]1[CH:8]=[CH:7][CH:6]=[CH:5][C:4]=1[C:9]1[CH:14]=[CH:13][CH:12]=[CH:11][CH:10]=1.[C:15]12([P:25]([C:27]34[CH2:36][CH:31]5[CH2:32][CH:33]([CH2:35][CH:29]([CH2:30]5)[CH2:28]3)[CH2:34]4)Cl)[CH2:24][CH:19]3[CH2:20][CH:21]([CH2:23][CH:17]([CH2:18]3)[CH2:16]1)[CH2:22]2.CCOCC. Given the product [C:15]12([P:25]([C:27]34[CH2:28][CH:29]5[CH2:30][CH:31]([CH2:32][CH:33]([CH2:35]5)[CH2:34]3)[CH2:36]4)[C:3]3[CH:8]=[CH:7][CH:6]=[CH:5][C:4]=3[C:9]3[CH:14]=[CH:13][CH:12]=[CH:11][CH:10]=3)[CH2:16][CH:17]3[CH2:23][CH:21]([CH2:20][CH:19]([CH2:18]3)[CH2:24]1)[CH2:22]2, predict the reactants needed to synthesize it. (5) Given the product [CH2:8]([O:7][CH2:6][CH:2]([Cl:1])[C:3](=[O:4])[NH:36][CH2:35][C:34]([O:33][CH2:26][C:27]1[CH:32]=[CH:31][CH:30]=[CH:29][CH:28]=1)=[O:37])[C:9]1[CH:14]=[CH:13][CH:12]=[CH:11][CH:10]=1, predict the reactants needed to synthesize it. The reactants are: [Cl:1][CH:2]([CH2:6][O:7][CH2:8][C:9]1[CH:14]=[CH:13][CH:12]=[CH:11][CH:10]=1)[C:3](Cl)=[O:4].C1(C)C=CC(S(O)(=O)=O)=CC=1.[CH2:26]([O:33][C:34](=[O:37])[CH2:35][NH2:36])[C:27]1[CH:32]=[CH:31][CH:30]=[CH:29][CH:28]=1.C(N(CC)CC)C.Cl. (6) Given the product [N:39]1[CH:38]=[CH:37][CH:36]=[N:35][C:34]=1[C:30]1[CH:29]=[C:28]([C:27]2[CH2:26][C:25](=[O:41])[NH:18][C:9]3[CH:10]=[C:11]([C:14]([F:15])([F:16])[F:17])[CH:12]=[CH:13][C:8]=3[N:7]=2)[CH:33]=[CH:32][CH:31]=1, predict the reactants needed to synthesize it. The reactants are: C(OC(=O)[NH:7][C:8]1[CH:13]=[CH:12][C:11]([C:14]([F:17])([F:16])[F:15])=[CH:10][C:9]=1[NH2:18])(C)(C)C.C(O[C:25](=[O:41])[CH2:26][C:27](=O)[C:28]1[CH:33]=[CH:32][CH:31]=[C:30]([C:34]2[N:39]=[CH:38][CH:37]=[CH:36][N:35]=2)[CH:29]=1)(C)(C)C. (7) Given the product [F:1][C:2]([F:36])([F:35])[C:3]1[CH:4]=[C:5]([CH:28]=[C:29]([C:31]([F:34])([F:33])[F:32])[CH:30]=1)[CH2:6][N:7]1[CH2:14][CH2:13][CH2:12][O:11][C:10]2[N:15]=[C:16]([N:42]3[CH2:43][CH2:44][CH:39]([N:38]([CH3:45])[CH3:37])[CH2:40][CH2:41]3)[CH:17]=[C:18]([C:19]3[CH:24]=[CH:23][C:22]([F:25])=[CH:21][CH:20]=3)[C:9]=2[C:8]1=[O:27], predict the reactants needed to synthesize it. The reactants are: [F:1][C:2]([F:36])([F:35])[C:3]1[CH:4]=[C:5]([CH:28]=[C:29]([C:31]([F:34])([F:33])[F:32])[CH:30]=1)[CH2:6][N:7]1[CH2:14][CH2:13][CH2:12][O:11][C:10]2[N:15]=[C:16](Cl)[CH:17]=[C:18]([C:19]3[CH:24]=[CH:23][C:22]([F:25])=[CH:21][CH:20]=3)[C:9]=2[C:8]1=[O:27].[CH3:37][N:38]([CH3:45])[CH:39]1[CH2:44][CH2:43][NH:42][CH2:41][CH2:40]1. (8) Given the product [C:42]([NH:41][C:26]1[S:27][C:28]([C:29]([NH:31][CH2:32][C:33]2[CH:34]=[CH:35][C:36]([S:1]([CH3:46])(=[O:6])=[O:2])=[CH:37][CH:38]=2)=[O:30])=[C:24]([CH2:23][CH2:22][C:19]2[CH:18]=[CH:17][C:16]([NH:15][C:14](=[O:45])[O:13][C:9]([CH3:12])([CH3:11])[CH3:10])=[CH:21][CH:20]=2)[N:25]=1)(=[O:44])[CH3:43], predict the reactants needed to synthesize it. The reactants are: [S:1]([O-:6])(O[O-])(=O)=[O:2].[K+].[K+].[C:9]([O:13][C:14](=[O:45])[NH:15][C:16]1[CH:21]=[CH:20][C:19]([CH2:22][CH2:23][C:24]2[N:25]=[C:26]([NH:41][C:42](=[O:44])[CH3:43])[S:27][C:28]=2[C:29]([NH:31][CH2:32][C:33]2[CH:38]=[CH:37][C:36](SC)=[CH:35][CH:34]=2)=[O:30])=[CH:18][CH:17]=1)([CH3:12])([CH3:11])[CH3:10].[CH2:46]1COCC1. (9) The reactants are: C([C@@H:8]1COC(=O)[N:9]1[C:14](=[O:36])[C@H:15]([CH2:19][C:20]1[C:25]([Cl:26])=[CH:24][C:23]([O:27][CH2:28][C:29]2[CH:34]=[CH:33][CH:32]=[CH:31][CH:30]=2)=[CH:22][C:21]=1[Cl:35])[CH2:16]C=O)C1C=CC=CC=1.[NH:37]1[C:45]2[CH:44](N)[CH2:43][CH2:42][CH2:41][C:40]=2[CH:39]=[N:38]1.C(O[BH-](OC(=O)C)OC(=O)C)(=O)C.[Na+]. Given the product [CH2:28]([O:27][C:23]1[CH:22]=[C:21]([Cl:35])[C:20]([CH2:19][C@@H:15]2[CH2:16][CH2:8][N:9]([CH:44]3[C:45]4[NH:37][N:38]=[CH:39][C:40]=4[CH2:41][CH2:42][CH2:43]3)[C:14]2=[O:36])=[C:25]([Cl:26])[CH:24]=1)[C:29]1[CH:30]=[CH:31][CH:32]=[CH:33][CH:34]=1, predict the reactants needed to synthesize it.